This data is from Catalyst prediction with 721,799 reactions and 888 catalyst types from USPTO. The task is: Predict which catalyst facilitates the given reaction. Reactant: [H-].[H-].[H-].[H-].[Li+].[Al+3].[CH2:7]([O:14][C:15]1[CH:20]=[C:19]([CH:21]=[C:22]([N+:25]([O-])=O)[CH2:23][CH3:24])[CH:18]=[CH:17][C:16]=1[O:28][CH3:29])[C:8]1[CH:13]=[CH:12][CH:11]=[CH:10][CH:9]=1.O.[OH-].[Na+]. Product: [CH2:7]([O:14][C:15]1[CH:20]=[C:19]([CH2:21][CH:22]([NH2:25])[CH2:23][CH3:24])[CH:18]=[CH:17][C:16]=1[O:28][CH3:29])[C:8]1[CH:9]=[CH:10][CH:11]=[CH:12][CH:13]=1. The catalyst class is: 1.